This data is from Reaction yield outcomes from USPTO patents with 853,638 reactions. The task is: Predict the reaction yield, written as a fraction of the theoretical maximum amount of product (1.0 means a 100% yield; for example, 0.34 means a 34% yield). (1) The reactants are [N+:1]([C:4]1[S:8][C:7]([C:9]2[O:10][C:11]3[CH:12]=[N:13][CH:14]=[CH:15][C:16]=3[N:17]=2)=[CH:6][CH:5]=1)([O-])=O.[NH4+].[Cl-].O. The catalyst is [Fe].CO. The product is [N:17]1[C:16]2[CH:15]=[CH:14][N:13]=[CH:12][C:11]=2[O:10][C:9]=1[C:7]1[S:8][C:4]([NH2:1])=[CH:5][CH:6]=1. The yield is 0.350. (2) The reactants are [OH:1][CH2:2][CH2:3][CH2:4][CH2:5][CH2:6][CH2:7][CH2:8][O:9][C:10]1[CH:15]=[CH:14][N:13]=[C:12]([CH2:16][O:17]C(=O)C)[C:11]=1[CH3:21].[OH-].[Na+]. No catalyst specified. The product is [OH:1][CH2:2][CH2:3][CH2:4][CH2:5][CH2:6][CH2:7][CH2:8][O:9][C:10]1[CH:15]=[CH:14][N:13]=[C:12]([CH2:16][OH:17])[C:11]=1[CH3:21]. The yield is 0.768. (3) The reactants are O.[OH-].[Li+].[O:4]([C:11]1[N:16]=[CH:15][C:14]([C:17]2[NH:21][N:20]=[C:19]([C:22]([O:24]CC)=[O:23])[CH:18]=2)=[CH:13][N:12]=1)[C:5]1[CH:10]=[CH:9][CH:8]=[CH:7][CH:6]=1. The catalyst is C(O)C.O. The product is [O:4]([C:11]1[N:12]=[CH:13][C:14]([C:17]2[NH:21][N:20]=[C:19]([C:22]([OH:24])=[O:23])[CH:18]=2)=[CH:15][N:16]=1)[C:5]1[CH:10]=[CH:9][CH:8]=[CH:7][CH:6]=1. The yield is 0.790. (4) The reactants are [Br:1][C:2]1[CH:3]=[C:4]2[C:9](=[CH:10][CH:11]=1)[N:8]=[C:7]([C:12]1[CH:17]=[CH:16][CH:15]=[CH:14][C:13]=1[O:18][CH3:19])[NH:6][C:5]2=O.O=P(Cl)(Cl)[Cl:23].CN(C)C1C=CC=CC=1.C([O-])(O)=O.[Na+]. The catalyst is C1(C)C=CC=CC=1.CCOC(C)=O.O. The product is [Br:1][C:2]1[CH:3]=[C:4]2[C:9](=[CH:10][CH:11]=1)[N:8]=[C:7]([C:12]1[CH:17]=[CH:16][CH:15]=[CH:14][C:13]=1[O:18][CH3:19])[N:6]=[C:5]2[Cl:23]. The yield is 0.440. (5) The reactants are [CH:1]1[C:14]2[C:5]3=[C:6]4[C:11](=[CH:12][CH:13]=2)[CH:10]=[CH:9][CH:8]=[C:7]4[CH2:15][C:4]3=[CH:3][CH:2]=1.[H][H]. The catalyst is [Pd].C(O)C. The product is [CH:10]1[C:11]2[CH2:12][CH2:13][C:14]3[CH:1]=[CH:2][CH:3]=[C:4]4[CH2:15][C:7]([C:6]=2[C:5]=34)=[CH:8][CH:9]=1. The yield is 0.900. (6) The reactants are C1(P(C2CCCCC2)C2CCCCC2)CCCCC1.[C:20]([N:23]1[CH2:32][CH2:31][C:30]2[C:25](=[CH:26][CH:27]=[CH:28][C:29]=2Cl)[CH2:24]1)(=[O:22])[CH3:21].[CH3:34][C:35]1([CH3:51])[C:39]([CH3:41])([CH3:40])[O:38][B:37]([B:37]2[O:38][C:39]([CH3:41])([CH3:40])[C:35]([CH3:51])([CH3:34])[O:36]2)[O:36]1.C([O-])(=O)C.[K+]. The catalyst is COCCOC.O.C1C=CC(/C=C/C(/C=C/C2C=CC=CC=2)=O)=CC=1.C1C=CC(/C=C/C(/C=C/C2C=CC=CC=2)=O)=CC=1.C1C=CC(/C=C/C(/C=C/C2C=CC=CC=2)=O)=CC=1.C(Cl)(Cl)Cl.[Pd].[Pd]. The product is [C:20]([N:23]1[CH2:32][CH2:31][C:30]2[C:25](=[CH:26][CH:27]=[CH:28][C:29]=2[B:37]2[O:38][C:39]([CH3:41])([CH3:40])[C:35]([CH3:51])([CH3:34])[O:36]2)[CH2:24]1)(=[O:22])[CH3:21]. The yield is 0.320. (7) The reactants are [N:1]12[CH2:8][CH2:7][C:4]([C:9]([C:17]3[CH:22]=[CH:21][CH:20]=[CH:19][CH:18]=3)([C:11]3[CH:16]=[CH:15][CH:14]=[CH:13][CH:12]=3)[OH:10])([CH2:5][CH2:6]1)[CH2:3][CH2:2]2.[Cl:23][C:24]1[CH:25]=[C:26]([O:30][CH2:31][CH2:32][CH2:33][Br:34])[CH:27]=[CH:28][CH:29]=1. The catalyst is CC#N. The product is [Br-:34].[Cl:23][C:24]1[CH:25]=[C:26]([O:30][CH2:31][CH2:32][CH2:33][N+:1]23[CH2:6][CH2:5][C:4]([C:9]([OH:10])([C:17]4[CH:22]=[CH:21][CH:20]=[CH:19][CH:18]=4)[C:11]4[CH:12]=[CH:13][CH:14]=[CH:15][CH:16]=4)([CH2:3][CH2:2]2)[CH2:7][CH2:8]3)[CH:27]=[CH:28][CH:29]=1. The yield is 0.744. (8) The reactants are [F:1][C:2]([F:7])([F:6])[C:3]([OH:5])=[O:4].[F:8][C:9]([F:14])([F:13])[C:10]([OH:12])=[O:11].F[C:16](F)(F)[C:17](O)=[O:18].[Cl:22][C:23]1[CH:24]=[N:25][C:26]2[NH:27][C:28]3[CH:29]=[N:30][CH:31]=[C:32]([CH:54]=3)[CH2:33][CH2:34][C:35]3[CH:43]=[C:39]([NH:40][C:41]=1[N:42]=2)[CH:38]=[CH:37][C:36]=3[NH:44][C:45](=[O:53])[CH2:46][CH:47]1[CH2:52][CH2:51][NH:50][CH2:49][CH2:48]1.C(Cl)(=O)C. No catalyst specified. The product is [F:1][C:2]([F:7])([F:6])[C:3]([OH:5])=[O:4].[F:8][C:9]([F:14])([F:13])[C:10]([OH:12])=[O:11].[C:17]([N:50]1[CH2:51][CH2:52][CH:47]([CH2:46][C:45]([NH:44][C:36]2[CH:37]=[CH:38][C:39]3[NH:40][C:41]4[N:42]=[C:26]([NH:27][C:28]5[CH:29]=[N:30][CH:31]=[C:32]([CH:54]=5)[CH2:33][CH2:34][C:35]=2[CH:43]=3)[N:25]=[CH:24][C:23]=4[Cl:22])=[O:53])[CH2:48][CH2:49]1)(=[O:18])[CH3:16]. The yield is 0.430.